From a dataset of Full USPTO retrosynthesis dataset with 1.9M reactions from patents (1976-2016). Predict the reactants needed to synthesize the given product. (1) Given the product [Br:9][C:10]1[CH:11]=[C:12]([CH:13]2[C:22]3[C:21](=[O:27])[C:20]([CH3:28])([CH3:19])[CH2:25][CH2:24][C:23]=3[NH:1][C:2]3[N:6]([CH3:7])[NH:5][C:4](=[O:8])[C:3]2=3)[CH:15]=[CH:16][C:17]=1[F:18], predict the reactants needed to synthesize it. The reactants are: [NH2:1][C:2]1[N:6]([CH3:7])[NH:5][C:4](=[O:8])[CH:3]=1.[Br:9][C:10]1[CH:11]=[C:12]([CH:15]=[CH:16][C:17]=1[F:18])[CH:13]=O.[CH3:19][C:20]1([CH3:28])[CH2:25][CH2:24][C:23](=O)[CH2:22][C:21]1=[O:27]. (2) Given the product [CH3:24][O:23][C:20]1[CH:21]=[CH:22][C:17]([CH2:16][N:15]([CH2:14][C:13]2[CH:12]=[CH:11][C:10]([O:9][CH3:8])=[CH:26][CH:25]=2)[C:28]2[C:33]([N+:34]([O-:36])=[O:35])=[C:32]([NH:37][CH2:38][C:39]3[CH:40]=[N:41][CH:42]=[CH:43][CH:44]=3)[CH:31]=[C:30]([CH2:45][CH2:46][CH2:47][CH2:48][CH3:49])[N:29]=2)=[CH:18][CH:19]=1, predict the reactants needed to synthesize it. The reactants are: C(N(CC)CC)C.[CH3:8][O:9][C:10]1[CH:26]=[CH:25][C:13]([CH2:14][NH:15][CH2:16][C:17]2[CH:22]=[CH:21][C:20]([O:23][CH3:24])=[CH:19][CH:18]=2)=[CH:12][CH:11]=1.Cl[C:28]1[C:33]([N+:34]([O-:36])=[O:35])=[C:32]([NH:37][CH2:38][C:39]2[CH:40]=[N:41][CH:42]=[CH:43][CH:44]=2)[CH:31]=[C:30]([CH2:45][CH2:46][CH2:47][CH2:48][CH3:49])[N:29]=1. (3) Given the product [CH2:1]([N:8]([CH2:19][C:20]1[CH:25]=[CH:24][CH:23]=[CH:22][CH:21]=1)[C:9]1[CH:14]=[CH:13][C:12]([N:29]2[CH2:28][CH2:27][N:26]([C:32]([O:34][C:35]([CH3:38])([CH3:37])[CH3:36])=[O:33])[CH2:31][CH2:30]2)=[CH:11][C:10]=1[O:16][CH2:17][CH3:18])[C:2]1[CH:7]=[CH:6][CH:5]=[CH:4][CH:3]=1, predict the reactants needed to synthesize it. The reactants are: [CH2:1]([N:8]([CH2:19][C:20]1[CH:25]=[CH:24][CH:23]=[CH:22][CH:21]=1)[C:9]1[CH:14]=[CH:13][C:12](Br)=[CH:11][C:10]=1[O:16][CH2:17][CH3:18])[C:2]1[CH:7]=[CH:6][CH:5]=[CH:4][CH:3]=1.[N:26]1([C:32]([O:34][C:35]([CH3:38])([CH3:37])[CH3:36])=[O:33])[CH2:31][CH2:30][NH:29][CH2:28][CH2:27]1.C1(P(C2C=CC=CC=2)C2C=CC3C(=CC=CC=3)C=2C2C3C(=CC=CC=3)C=CC=2P(C2C=CC=CC=2)C2C=CC=CC=2)C=CC=CC=1.C(=O)([O-])[O-].[Cs+].[Cs+]. (4) Given the product [NH2:36][C:2]1[CH:3]=[C:4]([CH3:22])[C:5]([C:8]2[CH2:13][CH2:12][CH:11]([OH:14])[CH2:10][CH:9]=2)=[N:6][CH:7]=1, predict the reactants needed to synthesize it. The reactants are: Br[C:2]1[CH:3]=[C:4]([CH3:22])[C:5]([C:8]2[CH2:13][CH2:12][CH:11]([O:14][Si](C(C)(C)C)(C)C)[CH2:10][CH:9]=2)=[N:6][CH:7]=1.C(=[NH:36])(C1C=CC=CC=1)C1C=CC=CC=1.CC(C)([O-])C.[Na+].Cl.